Dataset: Full USPTO retrosynthesis dataset with 1.9M reactions from patents (1976-2016). Task: Predict the reactants needed to synthesize the given product. (1) Given the product [CH2:26]([O:25][C:23](=[O:24])[CH:22]=[C:2]1[CH2:7][CH2:6][N:5]([C:8]([O:10][C:11]([CH3:14])([CH3:13])[CH3:12])=[O:9])[CH2:4][CH2:3]1)[CH3:27], predict the reactants needed to synthesize it. The reactants are: O=[C:2]1[CH2:7][CH2:6][N:5]([C:8]([O:10][C:11]([CH3:14])([CH3:13])[CH3:12])=[O:9])[CH2:4][CH2:3]1.C1(P(C2C=CC=CC=2)(C2C=CC=CC=2)=[CH:22][C:23]([O:25][CH2:26][CH3:27])=[O:24])C=CC=CC=1. (2) Given the product [CH2:24]([C:31]1[N:36]=[CH:35][N:34]([C:37]2[CH:38]=[CH:39][C:40]([O:43][C:2]3[C:11]4[C:6](=[CH:7][C:8]([O:14][CH2:15][CH2:16][CH2:17][N:18]5[CH2:23][CH2:22][O:21][CH2:20][CH2:19]5)=[C:9]([O:12][CH3:13])[CH:10]=4)[N:5]=[CH:4][CH:3]=3)=[CH:41][CH:42]=2)[C:33](=[O:44])[CH:32]=1)[C:25]1[CH:30]=[CH:29][CH:28]=[CH:27][CH:26]=1, predict the reactants needed to synthesize it. The reactants are: Cl[C:2]1[C:11]2[C:6](=[CH:7][C:8]([O:14][CH2:15][CH2:16][CH2:17][N:18]3[CH2:23][CH2:22][O:21][CH2:20][CH2:19]3)=[C:9]([O:12][CH3:13])[CH:10]=2)[N:5]=[CH:4][CH:3]=1.[CH2:24]([C:31]1[N:36]=[CH:35][N:34]([C:37]2[CH:42]=[CH:41][C:40]([OH:43])=[CH:39][CH:38]=2)[C:33](=[O:44])[CH:32]=1)[C:25]1[CH:30]=[CH:29][CH:28]=[CH:27][CH:26]=1. (3) Given the product [CH2:24]([N:18]1[C:19](=[O:20])[C:15]2[C:16](=[C:11]3[CH:10]=[N:9][NH:8][C:12]3=[N:13][CH:14]=2)[C:17]1=[O:21])[CH2:25][C:26]1[CH:31]=[CH:30][CH:29]=[CH:28][CH:27]=1, predict the reactants needed to synthesize it. The reactants are: COC1C=CC(C[N:8]2[C:12]3=[N:13][CH:14]=[C:15]4[C:19](=[O:20])[NH:18][C:17](=[O:21])[C:16]4=[C:11]3[CH:10]=[N:9]2)=CC=1.[CH2:24](O)[CH2:25][C:26]1[CH:31]=[CH:30][CH:29]=[CH:28][CH:27]=1.C1(P(C2C=CC=CC=2)C2C=CC=CC=2)C=CC=CC=1.N(C(OC(C)C)=O)=NC(OC(C)C)=O. (4) Given the product [C:18]([C@@H:17]([NH:16][C:2]1[C:11]([C:12]([OH:14])=[O:13])=[CH:10][C:9]2[C:4](=[CH:5][CH:6]=[C:7]([Cl:15])[CH:8]=2)[N:3]=1)[CH2:21][C:22]1[CH:23]=[CH:24][C:25]([O:28][C:29]2[C:34]([Cl:35])=[CH:33][CH:32]=[CH:31][N:30]=2)=[CH:26][CH:27]=1)([OH:20])=[O:19], predict the reactants needed to synthesize it. The reactants are: Cl[C:2]1[C:11]([C:12]([OH:14])=[O:13])=[CH:10][C:9]2[C:4](=[CH:5][CH:6]=[C:7]([Cl:15])[CH:8]=2)[N:3]=1.[NH2:16][C@@H:17]([CH2:21][C:22]1[CH:27]=[CH:26][C:25]([O:28][C:29]2[C:34]([Cl:35])=[CH:33][CH:32]=[CH:31][N:30]=2)=[CH:24][CH:23]=1)[C:18]([OH:20])=[O:19]. (5) Given the product [CH3:36][O:37][C:26]1[CH:25]=[C:24]([S:21]([NH:20][CH:19]2[C:13]3[CH:12]=[CH:11][CH:10]=[C:9]([O:8][CH2:7][C:6]([OH:5])=[O:35])[C:14]=3[CH2:15][CH2:16][CH2:17][CH2:18]2)(=[O:23])=[O:22])[CH:29]=[C:28]([C:30]([F:32])([F:31])[F:33])[CH:27]=1, predict the reactants needed to synthesize it. The reactants are: C([O:5][C:6](=[O:35])[CH2:7][O:8][C:9]1[C:14]2[CH2:15][CH2:16][CH2:17][CH2:18][CH:19]([NH:20][S:21]([C:24]3[CH:29]=[C:28]([C:30]([F:33])([F:32])[F:31])[CH:27]=[C:26](F)[CH:25]=3)(=[O:23])=[O:22])[C:13]=2[CH:12]=[CH:11][CH:10]=1)(C)(C)C.[CH3:36][O-:37].[Na+]. (6) The reactants are: [Na+:1].[Cl-].C(N(CC(O)=O)CC(O)=O)C[N:5](CC(O)=O)[CH2:6][C:7]([OH:9])=[O:8].CC(CC(C1C=CC(OCCOCCO)=CC=1)(C)C)(C)C.C[C@@H]([C@@H]1[C@@]2(C)[C@@H](O)C[C@@H]3[C@@]4(C)CC[C@@H](O)C[C@H]4CC[C@@]3(C)[C@@H]2CC1)CCC([O-])=O.[Na+].C(N)(=O)C=C.[CH2:79]([OH:86])[C:80]([NH2:85])([CH2:83][OH:84])[CH2:81][OH:82].[CH3:87][CH2:88][CH2:89][CH2:90][CH2:91][CH2:92][CH2:93][CH2:94][CH2:95][CH2:96][CH2:97][CH2:98][O:99][S:100]([O-:103])(=[O:102])=[O:101].[Na+].CN(CCN(C)C)C. Given the product [CH2:79]([OH:86])[C:80]([NH2:85])([CH2:83][OH:84])[CH2:81][OH:82].[NH2:5][CH2:6][C:7]([OH:9])=[O:8].[CH3:87][CH2:88][CH2:89][CH2:90][CH2:91][CH2:92][CH2:93][CH2:94][CH2:95][CH2:96][CH2:97][CH2:98][O:99][S:100]([O-:103])(=[O:102])=[O:101].[Na+:1], predict the reactants needed to synthesize it. (7) Given the product [Br:9][CH2:10][CH2:11][CH2:12][CH2:13][O:1][CH2:2][C:3]1([CH2:7][CH3:8])[CH2:6][O:5][CH2:4]1, predict the reactants needed to synthesize it. The reactants are: [OH:1][CH2:2][C:3]1([CH2:7][CH3:8])[CH2:6][O:5][CH2:4]1.[Br:9][CH2:10][CH2:11][CH2:12][CH2:13]Br.CCCCCC.[OH-].[Na+]. (8) Given the product [OH:8][C@H:9]([CH3:43])[CH2:10][NH:11][C:12](=[O:13])[CH2:14][C@H:15]1[CH2:26][CH2:25][C:24]2[S:23][C:22]3[C:17](=[C:18]([O:27][CH:28]4[CH2:29][CH2:30][CH:31]([NH:34][CH3:35])[CH2:32][CH2:33]4)[N:19]=[CH:20][N:21]=3)[C:16]1=2, predict the reactants needed to synthesize it. The reactants are: [Si]([O:8][C@H:9]([CH3:43])[CH2:10][NH:11][C:12]([CH2:14][C@H:15]1[CH2:26][CH2:25][C:24]2[S:23][C:22]3[C:17](=[C:18]([O:27][CH:28]4[CH2:33][CH2:32][CH:31]([N:34](C)[C:35](=O)OC(C)(C)C)[CH2:30][CH2:29]4)[N:19]=[CH:20][N:21]=3)[C:16]1=2)=[O:13])(C(C)(C)C)(C)C.Cl.